From a dataset of Peptide-MHC class I binding affinity with 185,985 pairs from IEDB/IMGT. Regression. Given a peptide amino acid sequence and an MHC pseudo amino acid sequence, predict their binding affinity value. This is MHC class I binding data. The peptide sequence is RTYSLLNRK. The MHC is HLA-A02:11 with pseudo-sequence HLA-A02:11. The binding affinity (normalized) is 0.0847.